This data is from Reaction yield outcomes from USPTO patents with 853,638 reactions. The task is: Predict the reaction yield, written as a fraction of the theoretical maximum amount of product (1.0 means a 100% yield; for example, 0.34 means a 34% yield). (1) The reactants are [Cl:1][C:2]1[CH:27]=[CH:26][C:5]([CH2:6][N:7]2[C:12](=[O:13])[C:11](Br)=[N:10][N:9]([C:15]3[CH:16]=[C:17]([NH:21][C:22](=[O:24])[CH3:23])[CH:18]=[CH:19][CH:20]=3)[C:8]2=[O:25])=[CH:4][CH:3]=1.[CH3:28][NH:29][CH3:30].CO. The catalyst is CN(C=O)C. The product is [Cl:1][C:2]1[CH:27]=[CH:26][C:5]([CH2:6][N:7]2[C:12](=[O:13])[C:11]([N:29]([CH3:30])[CH3:28])=[N:10][N:9]([C:15]3[CH:16]=[C:17]([NH:21][C:22](=[O:24])[CH3:23])[CH:18]=[CH:19][CH:20]=3)[C:8]2=[O:25])=[CH:4][CH:3]=1. The yield is 0.110. (2) The reactants are [C:1]1([CH:7]2[S:12][CH2:11][CH2:10][CH2:9][S:8]2)[CH:6]=[CH:5][CH:4]=[CH:3][CH:2]=1.C([Li])CCC.[C:18]([O:22][C:23](=[O:32])[NH:24][C@H:25]([CH:30]=[O:31])[CH2:26][CH2:27][CH2:28][CH3:29])([CH3:21])([CH3:20])[CH3:19].C(O)(=O)C. The catalyst is C1COCC1. The product is [C:18]([O:22][C:23](=[O:32])[NH:24][C@H:25]([CH:30]([OH:31])[C:7]1([C:1]2[CH:2]=[CH:3][CH:4]=[CH:5][CH:6]=2)[S:8][CH2:9][CH2:10][CH2:11][S:12]1)[CH2:26][CH2:27][CH2:28][CH3:29])([CH3:19])([CH3:20])[CH3:21]. The yield is 0.560.